Predict the product of the given reaction. From a dataset of Forward reaction prediction with 1.9M reactions from USPTO patents (1976-2016). (1) Given the reactants [OH:1][C:2]1[CH:7]=[CH:6][CH:5]=[CH:4][C:3]=1[CH2:8][CH2:9][C:10]([O:12][CH3:13])=[O:11].Br[CH2:15][CH2:16][CH2:17][Cl:18].C(=O)([O-])[O-].[K+].[K+], predict the reaction product. The product is: [Cl:18][CH2:17][CH2:16][CH2:15][O:1][C:2]1[CH:7]=[CH:6][CH:5]=[CH:4][C:3]=1[CH2:8][CH2:9][C:10]([O:12][CH3:13])=[O:11]. (2) Given the reactants [Br:1][C:2]1[S:11][C:5]2[N:6]=[CH:7][NH:8][C:9](=[O:10])[C:4]=2[CH:3]=1.S(=O)(=O)(O)O.[N+:17]([O-])([OH:19])=[O:18], predict the reaction product. The product is: [Br:1][C:2]1[S:11][C:5]2[N:6]=[CH:7][NH:8][C:9](=[O:10])[C:4]=2[C:3]=1[N+:17]([O-:19])=[O:18]. (3) Given the reactants Cl[C:2]1[CH:3]=[C:4]([N:14]2[C:19](=[O:20])[C:18]3[CH:21]=[CH:22][NH:23][C:17]=3[N:16]=[CH:15]2)[CH:5]=[CH:6][C:7]=1[O:8][CH2:9][C:10]([F:13])([F:12])[F:11].C([O-])=O.[NH4+], predict the reaction product. The product is: [F:13][C:10]([F:11])([F:12])[CH2:9][O:8][C:7]1[CH:6]=[CH:5][C:4]([N:14]2[C:19](=[O:20])[C:18]3[CH:21]=[CH:22][NH:23][C:17]=3[N:16]=[CH:15]2)=[CH:3][CH:2]=1.